Dataset: Reaction yield outcomes from USPTO patents with 853,638 reactions. Task: Predict the reaction yield, written as a fraction of the theoretical maximum amount of product (1.0 means a 100% yield; for example, 0.34 means a 34% yield). (1) The reactants are [F:1][C:2]1[CH:3]=[C:4]([C@H:8]2[CH2:12][CH2:11][CH2:10][N:9]2[C:13]2[CH:18]=[CH:17][N:16]3[N:19]=[CH:20][C:21]([C:22]([OH:24])=O)=[C:15]3[N:14]=2)[CH:5]=[N:6][CH:7]=1.[F:25][CH2:26][C:27]([CH3:30])([NH2:29])[CH3:28]. No catalyst specified. The product is [F:25][CH2:26][C:27]([NH:29][C:22]([C:21]1[CH:20]=[N:19][N:16]2[CH:17]=[CH:18][C:13]([N:9]3[CH2:10][CH2:11][CH2:12][C@@H:8]3[C:4]3[CH:5]=[N:6][CH:7]=[C:2]([F:1])[CH:3]=3)=[N:14][C:15]=12)=[O:24])([CH3:30])[CH3:28]. The yield is 1.00. (2) The reactants are [NH:1]1[CH2:5][CH2:4][CH2:3][CH2:2]1.Cl[CH2:7][CH2:8][CH2:9][OH:10].C(=O)([O-])[O-].[K+].[K+]. The catalyst is C(#N)C. The product is [OH:10][CH2:9][CH2:8][CH2:7][N:1]1[CH2:5][CH2:4][CH2:3][CH2:2]1. The yield is 0.690.